Dataset: Reaction yield outcomes from USPTO patents with 853,638 reactions. Task: Predict the reaction yield, written as a fraction of the theoretical maximum amount of product (1.0 means a 100% yield; for example, 0.34 means a 34% yield). (1) The reactants are [NH2:1][C:2]1[CH:3]=[C:4]([S:8][C:9]2[CH:10]=[CH:11][C:12]3[N:13]([CH:15]=[C:16]([NH:18][C:19]([CH:21]4[CH2:23][CH2:22]4)=[O:20])[N:17]=3)[N:14]=2)[CH:5]=[CH:6][CH:7]=1.[CH3:24][N:25]1[C:29]([C:30](Cl)=[O:31])=[CH:28][C:27]([CH3:33])=[N:26]1. The catalyst is CN1CCCC1=O.O. The product is [CH:21]1([C:19]([NH:18][C:16]2[N:17]=[C:12]3[CH:11]=[CH:10][C:9]([S:8][C:4]4[CH:3]=[C:2]([NH:1][C:30]([C:29]5[N:25]([CH3:24])[N:26]=[C:27]([CH3:33])[CH:28]=5)=[O:31])[CH:7]=[CH:6][CH:5]=4)=[N:14][N:13]3[CH:15]=2)=[O:20])[CH2:22][CH2:23]1. The yield is 0.910. (2) The reactants are [Br:1][C:2]1[C:10]([Cl:11])=[CH:9][C:5]([C:6]([NH2:8])=[O:7])=[C:4]([N+:12]([O-])=O)[CH:3]=1. The catalyst is CC(O)=O.O.[Fe]. The product is [NH2:12][C:4]1[CH:3]=[C:2]([Br:1])[C:10]([Cl:11])=[CH:9][C:5]=1[C:6]([NH2:8])=[O:7]. The yield is 0.970. (3) The reactants are Cl[C:2]1[N:10]=[C:9]2[C:5]([NH:6][CH:7]=[N:8]2)=[C:4]([NH2:11])[N:3]=1.[CH2:12]([NH2:16])[CH2:13][CH2:14][CH3:15].C(O)CCC. The catalyst is CS(C)=O. The product is [CH2:12]([NH:16][C:2]1[N:10]=[C:9]2[C:5]([N:6]=[CH:7][NH:8]2)=[C:4]([NH2:11])[N:3]=1)[CH2:13][CH2:14][CH3:15]. The yield is 0.830. (4) The reactants are [CH2:1]([N:8]1[C@@H:13]2[C@H:14]([S:16]([C:19]3[CH:24]=[CH:23][CH:22]=[CH:21][CH:20]=3)(=[O:18])=[O:17])[CH2:15][C@@:9]1([C:26]1[CH:31]=[CH:30][CH:29]=[CH:28][CH:27]=1)[C@H:10]([OH:25])[CH2:11][CH2:12]2)[C:2]1[CH:7]=[CH:6][CH:5]=[CH:4][CH:3]=1.C(N(CC)CC)C.[F:39][C:40]([F:55])([F:54])[C:41]1[CH:42]=[C:43]([CH:47]=[C:48]([C:50]([F:53])([F:52])[F:51])[CH:49]=1)[C:44](Cl)=[O:45].C([O-])(O)=O.[Na+]. The catalyst is ClCCl. The yield is 0.690. The product is [CH2:1]([N:8]1[C@@H:13]2[C@H:14]([S:16]([C:19]3[CH:20]=[CH:21][CH:22]=[CH:23][CH:24]=3)(=[O:17])=[O:18])[CH2:15][C@@:9]1([C:26]1[CH:31]=[CH:30][CH:29]=[CH:28][CH:27]=1)[C@H:10]([O:25][C:44](=[O:45])[C:43]1[CH:47]=[C:48]([C:50]([F:51])([F:52])[F:53])[CH:49]=[C:41]([C:40]([F:39])([F:54])[F:55])[CH:42]=1)[CH2:11][CH2:12]2)[C:2]1[CH:7]=[CH:6][CH:5]=[CH:4][CH:3]=1.